Dataset: Forward reaction prediction with 1.9M reactions from USPTO patents (1976-2016). Task: Predict the product of the given reaction. (1) Given the reactants [CH3:1][C:2]1[N:6]([CH3:7])[C:5]2[CH:8]=[C:9]([C:22]([OH:24])=O)[C:10]3[CH2:11][CH2:12][CH:13]([C:16]4[CH:21]=[CH:20][CH:19]=[CH:18][CH:17]=4)[O:14][C:15]=3[C:4]=2[N:3]=1.[NH:25]1[CH2:27][CH2:26]1.O, predict the reaction product. The product is: [N:25]1([C:22]([C:9]2[C:10]3[CH2:11][CH2:12][CH:13]([C:16]4[CH:21]=[CH:20][CH:19]=[CH:18][CH:17]=4)[O:14][C:15]=3[C:4]3[N:3]=[C:2]([CH3:1])[N:6]([CH3:7])[C:5]=3[CH:8]=2)=[O:24])[CH2:27][CH2:26]1. (2) The product is: [N:1]1[CH:6]=[CH:5][CH:4]=[CH:3][C:2]=1[NH:7][C:8]1[S:9][C:10]([CH2:13][NH:21][C:18]2[CH:19]=[CH:20][C:15]([NH2:22])=[CH:16][CH:17]=2)=[CH:11][N:12]=1. Given the reactants [N:1]1[CH:6]=[CH:5][CH:4]=[CH:3][C:2]=1[NH:7][C:8]1[S:9][C:10]([CH:13]=O)=[CH:11][N:12]=1.[C:15]1([NH2:22])[CH:20]=[CH:19][C:18]([NH2:21])=[CH:17][CH:16]=1.C([SiH](CC)CC)C, predict the reaction product.